This data is from Blood-brain barrier permeability classification from the B3DB database. The task is: Regression/Classification. Given a drug SMILES string, predict its absorption, distribution, metabolism, or excretion properties. Task type varies by dataset: regression for continuous measurements (e.g., permeability, clearance, half-life) or binary classification for categorical outcomes (e.g., BBB penetration, CYP inhibition). Dataset: b3db_classification. (1) The molecule is CC(C)n1cc2c3c(cccc31)C1CC(C(=O)NC3CCCCC3)CN(C)C1C2. The result is 1 (penetrates BBB). (2) The compound is CCC1(c2ccccc2)C(=O)N(COC)C(=O)N(COC)C1=O. The result is 1 (penetrates BBB). (3) The molecule is CN1[C@H]2CCC[C@@H]1CC(NC(=O)c1nn(C)c3ccccc13)C2. The result is 1 (penetrates BBB).